From a dataset of Forward reaction prediction with 1.9M reactions from USPTO patents (1976-2016). Predict the product of the given reaction. (1) Given the reactants [NH2:1][C:2]1[CH:6]=[C:5]([C:7]2[CH:12]=[CH:11][CH:10]=[C:9]([Cl:13])[CH:8]=2)[S:4][C:3]=1[C:14]([NH2:16])=[O:15].C[Si]([N:21]=[C:22]=[O:23])(C)C, predict the reaction product. The product is: [NH2:21][C:22]([NH:1][C:2]1[CH:6]=[C:5]([C:7]2[CH:12]=[CH:11][CH:10]=[C:9]([Cl:13])[CH:8]=2)[S:4][C:3]=1[C:14]([NH2:16])=[O:15])=[O:23]. (2) The product is: [CH:12]1[C:13]2[NH:14][C:15]3[C:20](=[CH:19][CH:18]=[CH:17][CH:16]=3)[C:21]=2[CH:22]=[CH:23][C:11]=1[O:10][CH2:9][P:4](=[O:3])([OH:8])[OH:5]. Given the reactants C([O:3][P:4]([CH2:9][O:10][C:11]1[CH:23]=[CH:22][C:21]2[C:20]3[C:15](=[CH:16][CH:17]=[CH:18][CH:19]=3)[NH:14][C:13]=2[CH:12]=1)(=[O:8])[O:5]CC)C.C[Si](I)(C)C.CO, predict the reaction product. (3) Given the reactants COP([CH2:7][C:8]1[CH:13]=[CH:12][C:11]([S:14]([C:17]2[CH:22]=[CH:21][CH:20]=[CH:19][CH:18]=2)(=[O:16])=[O:15])=[CH:10][CH:9]=1)(=O)OC.[F:23][C:24]1[CH:31]=[CH:30][CH:29]=[CH:28][C:25]=1[CH:26]=O, predict the reaction product. The product is: [F:23][C:24]1[CH:31]=[CH:30][CH:29]=[CH:28][C:25]=1/[CH:26]=[CH:7]/[C:8]1[CH:13]=[CH:12][C:11]([S:14]([C:17]2[CH:22]=[CH:21][CH:20]=[CH:19][CH:18]=2)(=[O:16])=[O:15])=[CH:10][CH:9]=1. (4) Given the reactants C([O:3][C:4](=[O:29])[CH:5]([C@H:11]([C:18]1[C:26]2[C:21](=[CH:22][CH:23]=[CH:24][C:25]=2[O:27][CH3:28])[NH:20][CH:19]=1)[C:12]1[CH:17]=[CH:16][CH:15]=[CH:14][CH:13]=1)[C:6]([O:8]CC)=[O:7])C.C1COCC1, predict the reaction product. The product is: [CH3:28][O:27][C:25]1[CH:24]=[CH:23][CH:22]=[C:21]2[C:26]=1[C:18]([C@H:11]([C:12]1[CH:13]=[CH:14][CH:15]=[CH:16][CH:17]=1)[CH:5]([C:4]([OH:29])=[O:3])[C:6]([OH:8])=[O:7])=[CH:19][NH:20]2. (5) Given the reactants [NH2:1][C:2]1[N:7]=[CH:6][C:5]([N:8]2[CH2:13][CH2:12][N:11]3[CH2:14][CH2:15][CH2:16][CH:10]3[C:9]2=[O:17])=[CH:4][CH:3]=1.[CH3:18][N:19]([CH3:38])[C:20]([C:22]1[N:31]([CH:32]2[CH2:37][CH2:36][CH2:35][CH2:34][CH2:33]2)[C:25]2[N:26]=[C:27](Cl)[N:28]=[CH:29][C:24]=2[CH:23]=1)=[O:21], predict the reaction product. The product is: [CH3:18][N:19]([CH3:38])[C:20]([C:22]1[N:31]([CH:32]2[CH2:37][CH2:36][CH2:35][CH2:34][CH2:33]2)[C:25]2[N:26]=[C:27]([NH:1][C:2]3[CH:3]=[CH:4][C:5]([N:8]4[CH2:13][CH2:12][N:11]5[CH2:14][CH2:15][CH2:16][CH:10]5[C:9]4=[O:17])=[CH:6][N:7]=3)[N:28]=[CH:29][C:24]=2[CH:23]=1)=[O:21].